Dataset: Reaction yield outcomes from USPTO patents with 853,638 reactions. Task: Predict the reaction yield, written as a fraction of the theoretical maximum amount of product (1.0 means a 100% yield; for example, 0.34 means a 34% yield). (1) The reactants are CS(OS(C)(=O)=O)(=O)=O.[C:10]([C:14]1[CH:15]=[C:16]([NH:20][C:21]([NH:23][CH2:24][C:25]2[CH:30]=[CH:29][CH:28]=[CH:27][C:26]=2[NH:31][C:32]2[CH:33]=[C:34]3[C:38](=[CH:39][CH:40]=2)[N:37]([CH2:41][CH2:42][CH2:43]O)[N:36]=[CH:35]3)=O)[N:17]([CH3:19])[N:18]=1)([CH3:13])([CH3:12])[CH3:11].[CH:45]([N:48](C(C)C)CC)([CH3:47])[CH3:46].C(N)(C)C.CC#N.[OH2:61]. No catalyst specified. The product is [C:10]([C:14]1[CH:15]=[C:16]([NH:20][C:21]([NH:23][CH2:24][C:25]2[CH:30]=[CH:29][CH:28]=[CH:27][C:26]=2[NH:31][C:32]2[CH:33]=[C:34]3[C:38](=[CH:39][CH:40]=2)[N:37]([CH2:41][CH2:42][CH2:43][NH:48][CH:45]([CH3:47])[CH3:46])[N:36]=[CH:35]3)=[O:61])[N:17]([CH3:19])[N:18]=1)([CH3:13])([CH3:12])[CH3:11]. The yield is 0.200. (2) The yield is 0.940. The reactants are [NH2:1][C:2]1[CH:7]=[CH:6][CH:5]=[C:4]([C:8]([CH:10]2[CH2:15][CH2:14][N:13]([CH3:16])[CH2:12][CH2:11]2)=[O:9])[N:3]=1.[Cl:17][C:18]1[CH:26]=[CH:25][CH:24]=[C:23]([F:27])[C:19]=1[C:20](Cl)=[O:21]. The product is [ClH:17].[Cl:17][C:18]1[CH:26]=[CH:25][CH:24]=[C:23]([F:27])[C:19]=1[C:20]([NH:1][C:2]1[CH:7]=[CH:6][CH:5]=[C:4]([C:8]([CH:10]2[CH2:15][CH2:14][N:13]([CH3:16])[CH2:12][CH2:11]2)=[O:9])[N:3]=1)=[O:21]. The catalyst is O1CCOCC1. (3) The reactants are Br[C:2]1[CH:7]=[CH:6][C:5]([Br:8])=[CH:4][N:3]=1.C([Li])CCC.CCCCCC.CN([CH:23]=[O:24])C.[BH4-].[Na+]. The catalyst is C1(C)C=CC=CC=1.CCOC(C)=O.[NH4+].[Cl-]. The product is [OH:24][CH2:23][C:2]1[CH:7]=[CH:6][C:5]([Br:8])=[CH:4][N:3]=1. The yield is 0.660. (4) The reactants are [C:1]([OH:9])(=[O:8])[C:2]1[CH:7]=[CH:6][CH:5]=[CH:4][CH:3]=1.[CH2:10](O)[CH2:11][CH2:12][CH2:13][CH2:14][OH:15].C1(C)C=CC(S(O)(=O)=O)=CC=1. The catalyst is O. The yield is 0.670. The product is [C:1]([O:9][CH2:10][CH2:11][CH2:12][CH2:13][CH2:14][OH:15])(=[O:8])[C:2]1[CH:7]=[CH:6][CH:5]=[CH:4][CH:3]=1. (5) The reactants are [H-].[H-].[H-].[H-].[Li+].[Al+3].[F:7][C:8]1[CH:13]=[CH:12][C:11]([N:14]=[CH:15][C:16]2[C:17]([NH:24][CH3:25])=[N:18][C:19]([S:22][CH3:23])=[N:20][CH:21]=2)=[CH:10][C:9]=1[N+:26]([O-:28])=[O:27].[OH-].[Na+]. The catalyst is C1COCC1. The product is [F:7][C:8]1[CH:13]=[CH:12][C:11]([NH:14][CH2:15][C:16]2[C:17]([NH:24][CH3:25])=[N:18][C:19]([S:22][CH3:23])=[N:20][CH:21]=2)=[CH:10][C:9]=1[N+:26]([O-:28])=[O:27]. The yield is 0.560. (6) The reactants are N[C:2]1[CH:3]=[CH:4][C:5]([C:12]2[S:13][CH:14]=[CH:15][CH:16]=2)=[C:6]2[C:10]=1[C:9](=[O:11])[NH:8][CH2:7]2.[I-:17].[K+].II.N(OC(C)(C)C)=O. The catalyst is C(#N)C.[Cu](I)I. The product is [I:17][C:2]1[CH:3]=[CH:4][C:5]([C:12]2[S:13][CH:14]=[CH:15][CH:16]=2)=[C:6]2[C:10]=1[C:9](=[O:11])[NH:8][CH2:7]2. The yield is 0.440. (7) The reactants are [H-].[Na+].[CH:3]1([CH2:6][OH:7])[CH2:5][CH2:4]1.C[O:9][C:10]([C:12]1[CH:17]=[CH:16][C:15]([N:18]2[CH2:21][C:20]([F:23])([F:22])[CH2:19]2)=[C:14](Cl)[N:13]=1)=[O:11]. The catalyst is CN(C=O)C. The product is [CH:3]1([CH2:6][O:7][C:14]2[N:13]=[C:12]([C:10]([OH:11])=[O:9])[CH:17]=[CH:16][C:15]=2[N:18]2[CH2:21][C:20]([F:23])([F:22])[CH2:19]2)[CH2:5][CH2:4]1. The yield is 0.140. (8) The reactants are [I:1]N1C(=O)CCC1=O.[Br:9][C:10]1[CH:19]=[CH:18][C:17]([Cl:20])=[C:16]2[C:11]=1[CH2:12][CH2:13][NH:14][C:15]2=[O:21]. The catalyst is S(=O)(=O)(O)O. The product is [Br:9][C:10]1[CH:19]=[C:18]([I:1])[C:17]([Cl:20])=[C:16]2[C:11]=1[CH2:12][CH2:13][NH:14][C:15]2=[O:21]. The yield is 0.750. (9) The reactants are [OH:1][C:2]1[CH:11]=[C:10]2[C:5]([CH2:6][CH2:7][CH:8]([C:12]([O:14][CH2:15][CH3:16])=[O:13])[O:9]2)=[CH:4][CH:3]=1.[Br:17][CH2:18][CH2:19]O.C1(P(C2C=CC=CC=2)C2C=CC=CC=2)C=CC=CC=1.N(C(OC(C)C)=O)=NC(OC(C)C)=O. The catalyst is ClCCl. The product is [Br:17][CH2:18][CH2:19][O:1][C:2]1[CH:11]=[C:10]2[C:5]([CH2:6][CH2:7][CH:8]([C:12]([O:14][CH2:15][CH3:16])=[O:13])[O:9]2)=[CH:4][CH:3]=1. The yield is 0.650. (10) The reactants are [CH2:1]([S:8][CH:9]([CH:42](OC)[O:43]C)[CH2:10][NH:11][C:12]([C:14]1[NH:15][C:16]2[C:21]([CH:22]=1)=[CH:20][C:19]([O:23][CH2:24][CH2:25][CH2:26][S:27]([CH3:30])(=[O:29])=[O:28])=[CH:18][C:17]=2[N:31]([CH3:41])[S:32]([C:35]1[CH:40]=[CH:39][CH:38]=[CH:37][N:36]=1)(=[O:34])=[O:33])=[O:13])[C:2]1[CH:7]=[CH:6][CH:5]=[CH:4][CH:3]=1.CC(C)=O. The catalyst is O. The product is [CH2:1]([S:8][CH:9]([CH:42]=[O:43])[CH2:10][NH:11][C:12]([C:14]1[NH:15][C:16]2[C:21]([CH:22]=1)=[CH:20][C:19]([O:23][CH2:24][CH2:25][CH2:26][S:27]([CH3:30])(=[O:29])=[O:28])=[CH:18][C:17]=2[N:31]([CH3:41])[S:32]([C:35]1[CH:40]=[CH:39][CH:38]=[CH:37][N:36]=1)(=[O:34])=[O:33])=[O:13])[C:2]1[CH:3]=[CH:4][CH:5]=[CH:6][CH:7]=1. The yield is 1.00.